Dataset: Forward reaction prediction with 1.9M reactions from USPTO patents (1976-2016). Task: Predict the product of the given reaction. (1) Given the reactants [NH2:1][C:2]1[N:3]=[CH:4][C:5]([C:8](=[N:10][OH:11])[NH2:9])=[N:6][CH:7]=1.[F:12][C:13]([F:24])([F:23])[C:14](O[C:14](=O)[C:13]([F:24])([F:23])[F:12])=O, predict the reaction product. The product is: [F:12][C:13]([F:24])([F:23])[C:14]1[O:11][N:10]=[C:8]([C:5]2[N:6]=[CH:7][C:2]([NH2:1])=[N:3][CH:4]=2)[N:9]=1. (2) Given the reactants [Cl:1][C:2]1[CH:3]=[C:4]2[C:9](=[CH:10][C:11]=1[C:12]([N:14]1[CH2:18][CH2:17][CH2:16][CH2:15]1)=[O:13])[N:8]=[CH:7][N:6]=[C:5]2[NH:19][CH:20]([C:26]1[N:30](C(OC(C)(C)C)=O)[C:29]2[CH:38]=[CH:39][C:40]([Cl:42])=[CH:41][C:28]=2[N:27]=1)[CH2:21][CH2:22][C:23]([OH:25])=O.CN[CH:45]([CH3:53])[C:46]([O:48]C(C)(C)C)=[O:47].[CH3:54][N:55](C(ON1N=NC2C=CC=CC1=2)=[N+](C)C)C.[B-](F)(F)(F)F.FC(F)(F)C(O)=O, predict the reaction product. The product is: [Cl:1][C:2]1[CH:3]=[C:4]2[C:9](=[CH:10][C:11]=1[C:12]([N:14]1[CH2:18][CH2:17][CH2:16][CH2:15]1)=[O:13])[N:8]=[CH:7][N:6]=[C:5]2[NH:19][CH:20]([C:26]1[NH:30][C:29]2[CH:38]=[CH:39][C:40]([Cl:42])=[CH:41][C:28]=2[N:27]=1)[CH2:21][CH2:22][C:23]([N:55]([CH2:53][CH2:45][C:46]([OH:48])=[O:47])[CH3:54])=[O:25]. (3) Given the reactants [Br:1][C:2]1[C:3](=[O:32])[N:4]([C:19]2[CH:27]=[C:26]([C:28]([NH:30][CH3:31])=[O:29])[CH:25]=[CH:24][C:20]=2[C:21]([OH:23])=O)[C:5]([CH3:18])=[CH:6][C:7]=1[O:8][CH2:9][C:10]1[CH:15]=[CH:14][C:13]([F:16])=[CH:12][C:11]=1[F:17].Cl.[CH3:34][N:35](C)CCCC(N=C=N)C.ON1C2C=CC=CC=2N=N1.CN, predict the reaction product. The product is: [Br:1][C:2]1[C:3](=[O:32])[N:4]([C:19]2[CH:27]=[C:26]([C:28]([NH:30][CH3:31])=[O:29])[CH:25]=[CH:24][C:20]=2[C:21]([NH:35][CH3:34])=[O:23])[C:5]([CH3:18])=[CH:6][C:7]=1[O:8][CH2:9][C:10]1[CH:15]=[CH:14][C:13]([F:16])=[CH:12][C:11]=1[F:17].